Dataset: TCR-epitope binding with 47,182 pairs between 192 epitopes and 23,139 TCRs. Task: Binary Classification. Given a T-cell receptor sequence (or CDR3 region) and an epitope sequence, predict whether binding occurs between them. (1) The epitope is KLPDDFTGCV. The TCR CDR3 sequence is CASSDRVHTGELFF. Result: 1 (the TCR binds to the epitope). (2) The epitope is ITEEVGHTDLMAAY. The TCR CDR3 sequence is CASSHIPGGPRGNYEQYF. Result: 1 (the TCR binds to the epitope). (3) The epitope is KRWIIMGLNK. The TCR CDR3 sequence is CASSQAGSVGTAKGNTIYF. Result: 0 (the TCR does not bind to the epitope). (4) The epitope is YLNTLTLAV. The TCR CDR3 sequence is CASSLEQGMNTEAFF. Result: 1 (the TCR binds to the epitope).